Dataset: Forward reaction prediction with 1.9M reactions from USPTO patents (1976-2016). Task: Predict the product of the given reaction. (1) The product is: [CH2:28]([O:27][C:25]([N:12]1[CH2:13][CH:14]([C:16](=[O:24])[NH:17][C:18]2[CH:19]=[CH:20][CH:21]=[CH:22][CH:23]=2)[CH:15]2[NH:8][CH2:9][CH2:10][CH:11]12)=[O:26])[C:29]1[CH:30]=[CH:31][CH:32]=[CH:33][CH:34]=1. Given the reactants C(OC([N:8]1[CH:15]2[CH:11]([N:12]([C:25]([O:27][CH2:28][C:29]3[CH:34]=[CH:33][CH:32]=[CH:31][CH:30]=3)=[O:26])[CH2:13][CH:14]2[C:16](=[O:24])[NH:17][C:18]2[CH:23]=[CH:22][CH:21]=[CH:20][CH:19]=2)[CH2:10][CH2:9]1)=O)(C)(C)C.C(O)(C(F)(F)F)=O, predict the reaction product. (2) Given the reactants [C:1]([CH2:3][N:4]1[CH2:8][CH2:7][N:6]([CH2:9][C:10]#[N:11])C1C1C=CC=CC=1)#[N:2].NCCN1CCN(CCN)C1C1C=CC=CC=1, predict the reaction product. The product is: [NH2:2][CH2:1][CH2:3][NH:4][CH2:8][CH2:7][NH:6][CH2:9][CH2:10][NH2:11]. (3) Given the reactants [CH:1](=[O:5])[CH:2]([CH3:4])[CH3:3].[N+:6]([C:9]1[CH:14]=[CH:13][CH:12]=[CH:11][C:10]=1[CH3:15])([O-:8])=[O:7], predict the reaction product. The product is: [N+:6]([C:9]1[CH:14]=[CH:13][CH:12]=[CH:11][C:10]=1[CH2:15][CH:1]([CH:2]([CH3:4])[CH3:3])[OH:5])([O-:8])=[O:7]. (4) Given the reactants Br[CH2:2][C:3]1[S:4][C:5]2[CH:11]=[CH:10][CH:9]=[C:8]([C:12]3[CH:13]=[C:14]([CH:20]=[CH:21][CH:22]=3)[C:15]([O:17][CH2:18][CH3:19])=[O:16])[C:6]=2[CH:7]=1.[Cl:23][C:24]1[CH:25]=[C:26](B(O)O)[CH:27]=[CH:28][C:29]=1[F:30], predict the reaction product. The product is: [Cl:23][C:24]1[CH:25]=[C:26]([CH:27]=[CH:28][C:29]=1[F:30])[CH2:2][C:3]1[S:4][C:5]2[CH:11]=[CH:10][CH:9]=[C:8]([C:12]3[CH:13]=[C:14]([CH:20]=[CH:21][CH:22]=3)[C:15]([O:17][CH2:18][CH3:19])=[O:16])[C:6]=2[CH:7]=1. (5) The product is: [CH3:28][O:27][C:17]1[CH:18]=[C:19]([CH2:22][C:23]([O:25][CH3:26])=[O:24])[CH:20]=[CH:21][C:16]=1[O:10][S:9]([C:8]([F:14])([F:13])[F:7])(=[O:12])=[O:11]. Given the reactants N1C=CC=CC=1.[F:7][C:8]([F:14])([F:13])[S:9]([OH:12])(=[O:11])=[O:10].O[C:16]1[CH:21]=[CH:20][C:19]([CH2:22][C:23]([O:25][CH3:26])=[O:24])=[CH:18][C:17]=1[O:27][CH3:28].O, predict the reaction product. (6) Given the reactants CS(C)=O.[Cl:5][C:6]1[CH:41]=[CH:40][CH:39]=[CH:38][C:7]=1[CH2:8][N:9]1[C:17]2[C:16](=[O:18])[N:15]([CH3:19])[C:14](=[O:20])[N:13]([CH3:21])[C:12]=2[C:11]([C:22]#[N:23])=[C:10]1[N:24]1[CH2:29][CH2:28][CH2:27][C@@H:26]([NH:30][C:31](=[O:37])[O:32][C:33]([CH3:36])([CH3:35])[CH3:34])[CH2:25]1.C(=O)([O-])[O-:43].[K+].[K+].OO, predict the reaction product. The product is: [NH2:23][C:22]([C:11]1[C:12]2[N:13]([CH3:21])[C:14](=[O:20])[N:15]([CH3:19])[C:16](=[O:18])[C:17]=2[N:9]([CH2:8][C:7]2[CH:38]=[CH:39][CH:40]=[CH:41][C:6]=2[Cl:5])[C:10]=1[N:24]1[CH2:29][CH2:28][CH2:27][C@@H:26]([NH:30][C:31](=[O:37])[O:32][C:33]([CH3:34])([CH3:35])[CH3:36])[CH2:25]1)=[O:43]. (7) Given the reactants [CH2:1]([O:3][C:4]([C:6]1[CH:11]=[CH:10][C:9]([C:12]2[CH:17]=[C:16]([NH2:18])[CH:15]=[CH:14][C:13]=2[Cl:19])=[CH:8][CH:7]=1)=[O:5])[CH3:2].[C:20]([N:27]1[CH2:31][CH2:30][CH2:29][C@@H:28]1[C:32](O)=[O:33])([O:22][C:23]([CH3:26])([CH3:25])[CH3:24])=[O:21].CN(C(ON1N=NC2C=CC=CC1=2)=[N+](C)C)C.F[P-](F)(F)(F)(F)F.CN1CCOCC1, predict the reaction product. The product is: [C:23]([O:22][C:20]([N:27]1[CH2:31][CH2:30][CH2:29][C@@H:28]1[C:32](=[O:33])[NH:18][C:16]1[CH:17]=[C:12]([C:9]2[CH:10]=[CH:11][C:6]([C:4]([O:3][CH2:1][CH3:2])=[O:5])=[CH:7][CH:8]=2)[C:13]([Cl:19])=[CH:14][CH:15]=1)=[O:21])([CH3:26])([CH3:25])[CH3:24]. (8) Given the reactants [CH3:1][C:2]1[CH:7]=[CH:6][C:5]([C:8](=[NH:20])[NH:9][C:10]2[CH:15]=[CH:14][C:13]([S:16]([CH3:19])(=[O:18])=[O:17])=[CH:12][CH:11]=2)=[CH:4][CH:3]=1.C(=O)(O)[O-].[Na+].Br[CH2:27][C:28](=[O:33])[C:29]([F:32])([F:31])[F:30], predict the reaction product. The product is: [CH3:1][C:2]1[CH:3]=[CH:4][C:5]([C:8]2[N:9]([C:10]3[CH:15]=[CH:14][C:13]([S:16]([CH3:19])(=[O:18])=[O:17])=[CH:12][CH:11]=3)[CH2:27][C:28]([OH:33])([C:29]([F:32])([F:31])[F:30])[N:20]=2)=[CH:6][CH:7]=1.